Dataset: Reaction yield outcomes from USPTO patents with 853,638 reactions. Task: Predict the reaction yield, written as a fraction of the theoretical maximum amount of product (1.0 means a 100% yield; for example, 0.34 means a 34% yield). (1) The reactants are Br[C:2]1[CH:3]=[C:4]([N:12]2[CH:16]=[CH:15][CH:14]=[N:13]2)[C:5]([N+:9]([O-:11])=[O:10])=[C:6]([NH2:8])[CH:7]=1.[N:17]1[CH:22]=[CH:21][CH:20]=[C:19](B(CC)CC)[CH:18]=1.C(=O)([O-])[O-].[Na+].[Na+]. The catalyst is C1COCC1.C(OCC)(=O)C. The product is [N+:9]([C:5]1[C:4]([N:12]2[CH:16]=[CH:15][CH:14]=[N:13]2)=[CH:3][C:2]([C:19]2[CH:18]=[N:17][CH:22]=[CH:21][CH:20]=2)=[CH:7][C:6]=1[NH2:8])([O-:11])=[O:10]. The yield is 0.600. (2) The product is [F:13][C:14]1[CH:19]=[C:18]([O:20][CH:21]2[CH2:22][CH2:23][O:24][CH2:25][CH2:26]2)[CH:17]=[C:16]([F:27])[C:15]=1[C:2]1[N:7]=[C:6]([C:8]([O:10][CH3:11])=[O:9])[CH:5]=[CH:4][C:3]=1[F:12]. The yield is 0.770. No catalyst specified. The reactants are Br[C:2]1[N:7]=[C:6]([C:8]([O:10][CH3:11])=[O:9])[CH:5]=[CH:4][C:3]=1[F:12].[F:13][C:14]1[CH:19]=[C:18]([O:20][CH:21]2[CH2:26][CH2:25][O:24][CH2:23][CH2:22]2)[CH:17]=[C:16]([F:27])[C:15]=1B1OC(C)(C)C(C)(C)O1. (3) The reactants are Cl[CH2:2][CH2:3][CH2:4][CH2:5]Cl.[Cl:7][SiH:8]([Cl:10])[Cl:9]. The catalyst is [Cl-].C([P+](CCCC)(CCCC)CCCC)CCC. The product is [Cl:7][Si:8]([Cl:10])([Cl:9])[CH2:2][CH2:3][CH2:4][CH2:5][Si:8]([Cl:10])([Cl:9])[Cl:7]. The yield is 0.830. (4) The reactants are [CH3:1][O:2][CH2:3][CH2:4][NH2:5].Cl[C:7]1[N:12]=[C:11]([C:13]2[CH:18]=[CH:17][CH:16]=[CH:15][CH:14]=2)[N:10]=[C:9]([NH:19][C:20]2[CH:24]=[C:23]([CH3:25])[NH:22][N:21]=2)[CH:8]=1. No catalyst specified. The product is [CH3:1][O:2][CH2:3][CH2:4][NH:5][C:7]1[CH:8]=[C:9]([NH:19][C:20]2[CH:24]=[C:23]([CH3:25])[NH:22][N:21]=2)[N:10]=[C:11]([C:13]2[CH:14]=[CH:15][CH:16]=[CH:17][CH:18]=2)[N:12]=1. The yield is 0.370. (5) The reactants are [C:1](=[O:19])([O:17][CH3:18])[O:2][C:3]1[C:8]([N+:9]([O-])=O)=[CH:7][C:6]([F:12])=[CH:5][C:4]=1[C:13]([CH3:16])([CH3:15])[CH3:14].C([O-])=O.[NH4+]. The product is [C:1](=[O:19])([O:17][CH3:18])[O:2][C:3]1[C:8]([NH2:9])=[CH:7][C:6]([F:12])=[CH:5][C:4]=1[C:13]([CH3:14])([CH3:15])[CH3:16]. The yield is 0.270. The catalyst is CCO.[Pd]. (6) The reactants are [C:1]12([NH2:11])[CH2:10][CH:5]3[CH2:6][CH:7]([CH2:9][CH:3]([CH2:4]3)[CH2:2]1)[CH2:8]2.[OH:12][C:13]1[CH:20]=[CH:19][C:16]([CH:17]=O)=[CH:15][CH:14]=1. No catalyst specified. The product is [C:1]12([NH:11][CH2:17][C:16]3[CH:19]=[CH:20][C:13]([OH:12])=[CH:14][CH:15]=3)[CH2:8][CH:7]3[CH2:6][CH:5]([CH2:4][CH:3]([CH2:9]3)[CH2:2]1)[CH2:10]2. The yield is 0.710. (7) The reactants are [NH2:1][C:2]1[CH:7]=[CH:6][C:5]([CH:8]2[CH2:13][C:12](=[O:14])[N:11]([CH3:15])[C:10](=[O:16])[CH2:9]2)=[CH:4][C:3]=1[C:17]1[CH2:22][CH2:21][CH2:20][CH2:19][CH:18]=1.C1CN([P+](Br)(N2CCCC2)N2CCCC2)CC1.F[P-](F)(F)(F)(F)F.[K+].[C:48]([C:50]1[N:51]=[C:52]([C:63]([O-])=[O:64])[N:53]([CH2:55][O:56][CH2:57][CH2:58][Si:59]([CH3:62])([CH3:61])[CH3:60])[CH:54]=1)#[N:49].CCN(C(C)C)C(C)C. The catalyst is C(Cl)Cl. The product is [C:17]1([C:3]2[CH:4]=[C:5]([CH:8]3[CH2:9][C:10](=[O:16])[N:11]([CH3:15])[C:12](=[O:14])[CH2:13]3)[CH:6]=[CH:7][C:2]=2[NH:1][C:63]([C:52]2[N:53]([CH2:55][O:56][CH2:57][CH2:58][Si:59]([CH3:62])([CH3:61])[CH3:60])[CH:54]=[C:50]([C:48]#[N:49])[N:51]=2)=[O:64])[CH2:22][CH2:21][CH2:20][CH2:19][CH:18]=1. The yield is 0.270. (8) The reactants are [C:1]([N:4]1[C:13]2[CH:12]=[CH:11][C:10]([NH2:14])=[CH:9][C:8]=2[C:7]2[N:15]([C:21]3[CH:26]=[CH:25][C:24]([F:27])=[CH:23][CH:22]=3)[N:16]=[C:17]([C:18]([NH2:20])=[O:19])[C:6]=2[CH2:5]1)(=[O:3])[CH3:2].[CH3:28][S:29](Cl)(=[O:31])=[O:30]. The catalyst is N1C=CC=CC=1. The product is [C:1]([N:4]1[C:13]2[CH:12]=[CH:11][C:10]([NH:14][S:29]([CH3:28])(=[O:31])=[O:30])=[CH:9][C:8]=2[C:7]2[N:15]([C:21]3[CH:22]=[CH:23][C:24]([F:27])=[CH:25][CH:26]=3)[N:16]=[C:17]([C:18]([NH2:20])=[O:19])[C:6]=2[CH2:5]1)(=[O:3])[CH3:2]. The yield is 0.790. (9) The reactants are C([O:5][C:6]([C:8]1[C:13]([O:14][CH2:15][C:16]2[CH:21]=[CH:20][CH:19]=[CH:18][CH:17]=2)=[C:12]([OH:22])[N:11]=[C:10]([CH2:23][C:24]2[CH:29]=[CH:28][C:27]([Cl:30])=[CH:26][C:25]=2[Br:31])[N:9]=1)=[O:7])(C)(C)C.O[Li].O.C(OCC)(=O)C. The catalyst is O1CCCC1.O.CCCCCC. The product is [CH2:15]([O:14][C:13]1[C:8]([C:6]([OH:7])=[O:5])=[N:9][C:10]([CH2:23][C:24]2[CH:29]=[CH:28][C:27]([Cl:30])=[CH:26][C:25]=2[Br:31])=[N:11][C:12]=1[OH:22])[C:16]1[CH:21]=[CH:20][CH:19]=[CH:18][CH:17]=1. The yield is 0.947. (10) The reactants are Cl[C:2]1[C:7]2[C:8]([N:11]3[CH2:15][CH2:14][N:13]([C:16]4[CH:17]=[N:18][CH:19]=[CH:20][C:21]=4[CH3:22])[C:12]3=[O:23])=[CH:9][S:10][C:6]=2[CH:5]=[CH:4][N:3]=1.CO. The catalyst is C(O)(=O)C.C(Cl)Cl.[Zn]. The product is [CH3:22][C:21]1[CH:20]=[CH:19][N:18]=[CH:17][C:16]=1[N:13]1[CH2:14][CH2:15][N:11]([C:8]2[C:7]3[CH:2]=[N:3][CH:4]=[CH:5][C:6]=3[S:10][CH:9]=2)[C:12]1=[O:23]. The yield is 0.406.